Dataset: Forward reaction prediction with 1.9M reactions from USPTO patents (1976-2016). Task: Predict the product of the given reaction. (1) Given the reactants Cl.C(OC(=O)[NH:8][CH:9]([C:12](=[O:29])[NH:13][C:14]1[S:15][C:16]([CH:19]([CH3:28])[CH2:20]CCC(OC)(C)C)=[CH:17][N:18]=1)[CH2:10]C)(C)(C)C, predict the reaction product. The product is: [NH2:8][CH:9]([CH3:10])[C:12]([NH:13][C:14]1[S:15][C:16]([CH:19]([CH3:28])[CH3:20])=[CH:17][N:18]=1)=[O:29]. (2) The product is: [NH2:1][C:2]1[CH:7]=[C:6]([CH:5]=[C:4]([O:10][CH3:18])[CH:3]=1)[O:8][CH2:9][CH2:11][OH:14]. Given the reactants [NH2:1][C:2]1[CH:3]=[C:4]([OH:10])[CH:5]=[C:6]([O:8][CH3:9])[CH:7]=1.[C:11](=[O:14])([O-])[O-].[Cs+].[Cs+].Br[CH2:18]CO, predict the reaction product. (3) The product is: [Cl:1][C:2]1[N:3]=[C:4]([NH:17][CH:13]2[CH2:16][CH2:15][CH2:14]2)[C:5]2[C:10]([F:11])=[CH:9][NH:8][C:6]=2[N:7]=1. Given the reactants [Cl:1][C:2]1[N:3]=[C:4](Cl)[C:5]2[C:10]([F:11])=[CH:9][NH:8][C:6]=2[N:7]=1.[CH:13]1([NH2:17])[CH2:16][CH2:15][CH2:14]1.C(Cl)Cl.O, predict the reaction product. (4) Given the reactants [CH2:1]([O:3][C:4](=[O:21])[CH:5]=[C:6]1[CH2:12][CH:11]2[N:13]([C:14]([O:16][C:17]([CH3:20])([CH3:19])[CH3:18])=[O:15])[CH:8]([CH2:9][CH2:10]2)[CH2:7]1)[CH3:2].[H][H], predict the reaction product. The product is: [CH2:1]([O:3][C:4](=[O:21])[CH2:5][CH:6]1[CH2:12][CH:11]2[N:13]([C:14]([O:16][C:17]([CH3:20])([CH3:19])[CH3:18])=[O:15])[CH:8]([CH2:9][CH2:10]2)[CH2:7]1)[CH3:2]. (5) Given the reactants [NH2:1][C:2]1[N:7]=[CH:6][N:5]=[C:4]2[N:8]([C@H:31]3[CH2:36][CH2:35][C@H:34]([N:37]4[CH2:42][CH2:41][N:40]([CH3:43])[CH2:39][CH2:38]4)[CH2:33][CH2:32]3)[N:9]=[C:10]([C:11]3[CH:16]=[CH:15][C:14]([NH:17][C:18]([C:20]4[O:24][C:23]5[CH:25]=[CH:26][CH:27]=[CH:28][C:22]=5[CH:21]=4)=[O:19])=[C:13]([O:29][CH3:30])[CH:12]=3)[C:3]=12.[C:44]([OH:51])(=[O:50])/[CH:45]=[CH:46]\[C:47]([OH:49])=[O:48], predict the reaction product. The product is: [C:44]([OH:51])(=[O:50])/[CH:45]=[CH:46]\[C:47]([OH:49])=[O:48].[C:44]([OH:51])(=[O:50])/[CH:45]=[CH:46]\[C:47]([OH:49])=[O:48].[C:44]([OH:51])(=[O:50])/[CH:45]=[CH:46]\[C:47]([OH:49])=[O:48].[NH2:1][C:2]1[N:7]=[CH:6][N:5]=[C:4]2[N:8]([C@H:31]3[CH2:36][CH2:35][C@H:34]([N:37]4[CH2:38][CH2:39][N:40]([CH3:43])[CH2:41][CH2:42]4)[CH2:33][CH2:32]3)[N:9]=[C:10]([C:11]3[CH:16]=[CH:15][C:14]([NH:17][C:18]([C:20]4[O:24][C:23]5[CH:25]=[CH:26][CH:27]=[CH:28][C:22]=5[CH:21]=4)=[O:19])=[C:13]([O:29][CH3:30])[CH:12]=3)[C:3]=12. (6) Given the reactants C[Mg]Br.O1CCC[CH2:5]1.C[Mg]Br.C(OCC)C.[CH2:17]([O:24][C@@H:25]1[C@@H:29]([CH2:30][O:31][CH2:32][C:33]2[CH:38]=[CH:37][CH:36]=[CH:35][CH:34]=2)[O:28][C@H:27]([O:39][CH3:40])[C:26]1=[O:41])[C:18]1[CH:23]=[CH:22][CH:21]=[CH:20][CH:19]=1.[Cl-].[NH4+], predict the reaction product. The product is: [CH2:17]([O:24][C@@H:25]1[C@@H:29]([CH2:30][O:31][CH2:32][C:33]2[CH:38]=[CH:37][CH:36]=[CH:35][CH:34]=2)[O:28][C@H:27]([O:39][CH3:40])[C@:26]1([CH3:5])[OH:41])[C:18]1[CH:19]=[CH:20][CH:21]=[CH:22][CH:23]=1.